This data is from TCR-epitope binding with 47,182 pairs between 192 epitopes and 23,139 TCRs. The task is: Binary Classification. Given a T-cell receptor sequence (or CDR3 region) and an epitope sequence, predict whether binding occurs between them. (1) The epitope is GLIYNRMGAVTTEV. The TCR CDR3 sequence is CASSLRAREETQYF. Result: 0 (the TCR does not bind to the epitope). (2) The epitope is TLIGDCATV. The TCR CDR3 sequence is CASSFGTLRTDTQYF. Result: 1 (the TCR binds to the epitope). (3) The epitope is AMFWSVPTV. The TCR CDR3 sequence is CASNGQGARDGYTF. Result: 0 (the TCR does not bind to the epitope). (4) The epitope is KRWIILGLNK. The TCR CDR3 sequence is CASSAGTYNEQFF. Result: 0 (the TCR does not bind to the epitope). (5) The epitope is HTTDPSFLGRY. The TCR CDR3 sequence is CASSLGWANQPQHF. Result: 1 (the TCR binds to the epitope). (6) The epitope is KPLEFGATSAAL. The TCR CDR3 sequence is CASSSPGGIHEQFF. Result: 1 (the TCR binds to the epitope).